From a dataset of NCI-60 drug combinations with 297,098 pairs across 59 cell lines. Regression. Given two drug SMILES strings and cell line genomic features, predict the synergy score measuring deviation from expected non-interaction effect. (1) Drug 1: CCN(CC)CCCC(C)NC1=C2C=C(C=CC2=NC3=C1C=CC(=C3)Cl)OC. Drug 2: CCC1(C2=C(COC1=O)C(=O)N3CC4=CC5=C(C=CC(=C5CN(C)C)O)N=C4C3=C2)O.Cl. Cell line: SNB-75. Synergy scores: CSS=38.4, Synergy_ZIP=-12.4, Synergy_Bliss=-6.48, Synergy_Loewe=-3.75, Synergy_HSA=-3.86. (2) Drug 1: C1CCC(C1)C(CC#N)N2C=C(C=N2)C3=C4C=CNC4=NC=N3. Drug 2: C1=CC(=CC=C1CC(C(=O)O)N)N(CCCl)CCCl.Cl. Cell line: HT29. Synergy scores: CSS=-3.44, Synergy_ZIP=-0.632, Synergy_Bliss=-2.11, Synergy_Loewe=-15.5, Synergy_HSA=-8.09. (3) Drug 1: C1=NC(=NC(=O)N1C2C(C(C(O2)CO)O)O)N. Drug 2: C1C(C(OC1N2C=NC3=C2NC=NCC3O)CO)O. Cell line: SF-295. Synergy scores: CSS=16.9, Synergy_ZIP=-4.41, Synergy_Bliss=-2.75, Synergy_Loewe=-3.41, Synergy_HSA=-1.07. (4) Drug 1: CC1=C(C=C(C=C1)C(=O)NC2=CC(=CC(=C2)C(F)(F)F)N3C=C(N=C3)C)NC4=NC=CC(=N4)C5=CN=CC=C5. Drug 2: CC1C(C(CC(O1)OC2CC(CC3=C2C(=C4C(=C3O)C(=O)C5=C(C4=O)C(=CC=C5)OC)O)(C(=O)CO)O)N)O.Cl. Cell line: SK-MEL-2. Synergy scores: CSS=30.7, Synergy_ZIP=-4.62, Synergy_Bliss=-0.0910, Synergy_Loewe=-8.10, Synergy_HSA=0.655. (5) Drug 1: C1=NC2=C(N1)C(=S)N=C(N2)N. Drug 2: C1CN(P(=O)(OC1)NCCCl)CCCl. Cell line: DU-145. Synergy scores: CSS=32.4, Synergy_ZIP=1.42, Synergy_Bliss=0.524, Synergy_Loewe=-25.5, Synergy_HSA=0.0199. (6) Synergy scores: CSS=36.3, Synergy_ZIP=-3.59, Synergy_Bliss=-3.58, Synergy_Loewe=-21.9, Synergy_HSA=-1.04. Drug 1: CC1=CC=C(C=C1)C2=CC(=NN2C3=CC=C(C=C3)S(=O)(=O)N)C(F)(F)F. Cell line: BT-549. Drug 2: CC1C(C(CC(O1)OC2CC(CC3=C2C(=C4C(=C3O)C(=O)C5=CC=CC=C5C4=O)O)(C(=O)C)O)N)O.